Dataset: Catalyst prediction with 721,799 reactions and 888 catalyst types from USPTO. Task: Predict which catalyst facilitates the given reaction. Reactant: [CH2:1]([O:3][C:4]1[N:13]=[CH:12][CH:11]=[C:10]2[C:5]=1[CH:6]([C:22]1[CH:23]=[CH:24][CH:25]=[C:26]3[C:31]=1[O:30][C:29]([CH3:32])=[CH:28][C:27]3=[O:33])[C:7]([C:15]([O:17]CCC#N)=[O:16])=[C:8]([CH3:14])[NH:9]2)[CH3:2].[OH-].[Na+].C(OCC)C. Product: [CH2:1]([O:3][C:4]1[N:13]=[CH:12][CH:11]=[C:10]2[C:5]=1[CH:6]([C:22]1[CH:23]=[CH:24][CH:25]=[C:26]3[C:31]=1[O:30][C:29]([CH3:32])=[CH:28][C:27]3=[O:33])[C:7]([C:15]([OH:17])=[O:16])=[C:8]([CH3:14])[NH:9]2)[CH3:2]. The catalyst class is: 149.